From a dataset of Reaction yield outcomes from USPTO patents with 853,638 reactions. Predict the reaction yield, written as a fraction of the theoretical maximum amount of product (1.0 means a 100% yield; for example, 0.34 means a 34% yield). (1) The reactants are [O:1]1[CH:5]=[CH:4][CH:3]=[C:2]1[C:6]1[N:7]=[C:8]([NH:17][C:18]([CH:20]2[CH2:25][CH2:24][NH:23][CH2:22][CH2:21]2)=[O:19])[S:9][C:10]=1[N:11]1[CH2:16][CH2:15][O:14][CH2:13][CH2:12]1.[C:26](OC(=O)C)(=[O:28])[CH3:27]. The catalyst is N1C=CC=CC=1. The product is [C:26]([N:23]1[CH2:24][CH2:25][CH:20]([C:18]([NH:17][C:8]2[S:9][C:10]([N:11]3[CH2:16][CH2:15][O:14][CH2:13][CH2:12]3)=[C:6]([C:2]3[O:1][CH:5]=[CH:4][CH:3]=3)[N:7]=2)=[O:19])[CH2:21][CH2:22]1)(=[O:28])[CH3:27]. The yield is 0.250. (2) The reactants are Cl.[CH2:2]([CH:6]1[CH2:11][CH2:10][CH2:9][N:8]([CH2:12][C@@H:13]2[CH2:18][CH2:17][CH2:16][CH2:15][C@H:14]2[NH2:19])[CH2:7]1)[CH2:3][CH2:4][CH3:5].[Cl:20][C:21]1[CH:26]=[CH:25][C:24]([CH2:27][CH2:28][C:29](O)=[O:30])=[CH:23][CH:22]=1.CN(C(ON1N=NC2C=CC=NC1=2)=[N+](C)C)C.F[P-](F)(F)(F)(F)F.C(N(C(C)C)CC)(C)C. The catalyst is CN(C=O)C. The product is [CH2:2]([CH:6]1[CH2:11][CH2:10][CH2:9][N:8]([CH2:12][C@@H:13]2[CH2:18][CH2:17][CH2:16][CH2:15][C@H:14]2[NH:19][C:29](=[O:30])[CH2:28][CH2:27][C:24]2[CH:25]=[CH:26][C:21]([Cl:20])=[CH:22][CH:23]=2)[CH2:7]1)[CH2:3][CH2:4][CH3:5]. The yield is 0.620.